From a dataset of TCR-epitope binding with 47,182 pairs between 192 epitopes and 23,139 TCRs. Binary Classification. Given a T-cell receptor sequence (or CDR3 region) and an epitope sequence, predict whether binding occurs between them. (1) The epitope is YFPLQSYGF. The TCR CDR3 sequence is CASSFHGPGGVQETQYF. Result: 0 (the TCR does not bind to the epitope). (2) The epitope is FLLNKEMYL. The TCR CDR3 sequence is CASSLLGGDTEAFF. Result: 0 (the TCR does not bind to the epitope). (3) The epitope is WICLLQFAY. The TCR CDR3 sequence is CASSEGQGAWETQYF. Result: 0 (the TCR does not bind to the epitope). (4) The epitope is AYAQKIFKI. The TCR CDR3 sequence is CASSYSILEKLFF. Result: 0 (the TCR does not bind to the epitope).